Task: Predict the product of the given reaction.. Dataset: Forward reaction prediction with 1.9M reactions from USPTO patents (1976-2016) (1) Given the reactants [ClH:1].[CH3:2][C@H:3]1[C@@H:8]([N:9]([C:11]2[N:19]=[CH:18][N:17]=[C:16]3[C:12]=2[CH:13]=[CH:14][NH:15]3)[CH3:10])[CH2:7][N:6]([C:20]([CH2:22][C:23]#[N:24])=[O:21])[CH2:5][CH2:4]1, predict the reaction product. The product is: [CH3:2][C@H:3]1[C@@H:8]([N:9]([C:11]2[N:19]=[CH:18][N:17]=[C:16]3[C:12]=2[CH:13]=[CH:14][NH:15]3)[CH3:10])[CH2:7][N:6]([C:20]([CH2:22][C:23]#[N:24])=[O:21])[CH2:5][CH2:4]1.[ClH:1]. (2) Given the reactants [NH:1]([C:28]([O:30][CH2:31][CH:32]1[C:44]2[C:39](=[CH:40][CH:41]=[CH:42][CH:43]=2)[C:38]2[C:33]1=[CH:34][CH:35]=[CH:36][CH:37]=2)=[O:29])[C@H:2]([C:4]([NH:6][C@H:7]([C:12]([NH:14][C@H:15]([C:17]([NH:19][C@H:20]([C:25]([OH:27])=[O:26])[CH2:21][CH:22]([CH3:24])[CH3:23])=[O:18])[CH3:16])=[O:13])[CH2:8][CH:9]([CH3:11])[CH3:10])=[O:5])[CH3:3].[CH3:45][C:46]([C:48]([O:50][CH2:51][CH2:52][OH:53])=[O:49])=[CH2:47].C1(N=C=NC2CCCCC2)CCCCC1, predict the reaction product. The product is: [NH:1]([C:28]([O:30][CH2:31][CH:32]1[C:44]2[C:39](=[CH:40][CH:41]=[CH:42][CH:43]=2)[C:38]2[C:33]1=[CH:34][CH:35]=[CH:36][CH:37]=2)=[O:29])[C@H:2]([C:4]([NH:6][C@H:7]([C:12]([NH:14][C@H:15]([C:17]([NH:19][C@H:20]([C:25]([OH:27])=[O:26])[CH2:21][CH:22]([CH3:23])[CH3:24])=[O:18])[CH3:16])=[O:13])[CH2:8][CH:9]([CH3:10])[CH3:11])=[O:5])[CH3:3].[NH2:1][C@H:2]([C:4]([NH:6][C@H:7]([C:12]([NH:14][C@H:15]([C:17]([NH:19][C@H:20]([C:25]([OH:27])=[O:26])[CH2:21][CH:22]([CH3:24])[CH3:23])=[O:18])[CH3:16])=[O:13])[CH2:8][CH:9]([CH3:10])[CH3:11])=[O:5])[CH3:3].[CH3:47][C:46]([C:48]([O:50][CH2:51][CH2:52][OH:53])=[O:49])=[CH2:45]. (3) Given the reactants C[C:2]([CH3:5])([O-])C.[Na+].Br[C:8]1[S:12][C:11]([C:13]([O:15][CH2:16][CH3:17])=[O:14])=[CH:10][CH:9]=1.[NH:18]1[CH2:24][CH2:23]C[NH:21][CH2:20][CH2:19]1.C1(P(C2C=CC=CC=2)C2C=CC3C(=CC=CC=3)C=2C2C3C(=CC=CC=3)C=CC=2P(C2C=CC=CC=2)C2C=CC=CC=2)C=CC=CC=1, predict the reaction product. The product is: [CH2:24]([N:18]1[CH2:5][CH2:2][N:21]([C:8]2[S:12][C:11]([C:13]([O:15][CH2:16][CH3:17])=[O:14])=[CH:10][CH:9]=2)[CH2:20][CH2:19]1)[CH3:23]. (4) Given the reactants Cl.[C:2]([O:6][C:7](=[O:11])[CH2:8][NH:9][CH3:10])([CH3:5])([CH3:4])[CH3:3].[C:12]([Cl:15])(Cl)=[O:13], predict the reaction product. The product is: [Cl:15][C:12]([N:9]([CH3:10])[CH2:8][C:7]([O:6][C:2]([CH3:5])([CH3:4])[CH3:3])=[O:11])=[O:13].